From a dataset of Full USPTO retrosynthesis dataset with 1.9M reactions from patents (1976-2016). Predict the reactants needed to synthesize the given product. (1) Given the product [OH:25][CH2:24][C:23]([NH:22][C:20]([C:19]1[C:13]2[C:14](=[N:15][CH:16]=[C:11]([N:7]3[C:8]4[C:4](=[CH:3][C:2]([Cl:1])=[CH:10][CH:9]=4)[C:5]([CH3:36])=[N:6]3)[N:12]=2)[NH:17][CH:18]=1)=[O:21])([CH3:27])[CH3:26], predict the reactants needed to synthesize it. The reactants are: [Cl:1][C:2]1[CH:3]=[C:4]2[C:8](=[CH:9][CH:10]=1)[N:7]([C:11]1[N:12]=[C:13]3[C:19]([C:20]([NH:22][C:23]([CH3:27])([CH3:26])[CH2:24][OH:25])=[O:21])=[CH:18][N:17](COCC[Si](C)(C)C)[C:14]3=[N:15][CH:16]=1)[N:6]=[C:5]2[CH3:36].FC(F)(F)C(O)=O. (2) The reactants are: [Br:1][C:2]1[CH:11]=[CH:10][CH:9]=[C:8]2[C:3]=1[CH2:4][CH2:5][N:6]([C:15]([O:17][C:18]([CH3:21])([CH3:20])[CH3:19])=[O:16])[CH:7]2[C:12]([OH:14])=[O:13].S(Cl)(Cl)=O.[C:26](OC([O-])=O)([O-])=O.[Na+].[Na+].O(C(OC(C)(C)C)=O)C(OC(C)(C)C)=O. Given the product [Br:1][C:2]1[CH:11]=[CH:10][CH:9]=[C:8]2[C:3]=1[CH2:4][CH2:5][N:6]([C:15]([O:17][C:18]([CH3:21])([CH3:20])[CH3:19])=[O:16])[CH:7]2[C:12]([O:14][CH3:26])=[O:13], predict the reactants needed to synthesize it.